Dataset: Full USPTO retrosynthesis dataset with 1.9M reactions from patents (1976-2016). Task: Predict the reactants needed to synthesize the given product. (1) Given the product [CH2:1]([O:5][CH2:6][CH2:7][O:8][C:9]1[CH:14]=[CH:13][C:12]([C:15]2[CH:16]=[C:17]3[C:21]4=[C:22]([CH:24]=[C:25]([C:29]([NH:58][C:57]5[CH:56]=[CH:55][C:54]([S@:52]([CH2:51][C:50]6[N:46]([CH2:43][CH2:44][CH3:45])[CH:47]=[N:48][CH:49]=6)=[O:53])=[CH:60][CH:59]=5)=[O:30])[CH2:26][CH2:27][CH2:28][N:20]4[CH2:19][CH2:18]3)[CH:23]=2)=[CH:11][CH:10]=1)[CH2:2][CH2:3][CH3:4], predict the reactants needed to synthesize it. The reactants are: [CH2:1]([O:5][CH2:6][CH2:7][O:8][C:9]1[CH:14]=[CH:13][C:12]([C:15]2[CH:16]=[C:17]3[C:21]4=[C:22]([CH:24]=[C:25]([C:29](O)=[O:30])[CH2:26][CH2:27][CH2:28][N:20]4[CH2:19][CH2:18]3)[CH:23]=2)=[CH:11][CH:10]=1)[CH2:2][CH2:3][CH3:4].CN(C=O)C.C(Cl)(=O)C(Cl)=O.[CH2:43]([N:46]1[C:50]([CH2:51][S@@:52]([C:54]2[CH:60]=[CH:59][C:57]([NH2:58])=[CH:56][CH:55]=2)=[O:53])=[CH:49][N:48]=[CH:47]1)[CH2:44][CH3:45]. (2) Given the product [Cl:1][C:2]1[N:7]=[N:6][C:5]([CH2:8][OH:9])=[CH:4][CH:3]=1, predict the reactants needed to synthesize it. The reactants are: [Cl:1][C:2]1[N:7]=[N:6][C:5]([C:8](O)=[O:9])=[CH:4][CH:3]=1.S(Cl)(Cl)=O.[BH4-].[Na+].C(OCC)(=O)C.